Dataset: Experimentally validated miRNA-target interactions with 360,000+ pairs, plus equal number of negative samples. Task: Binary Classification. Given a miRNA mature sequence and a target amino acid sequence, predict their likelihood of interaction. The miRNA is mmu-miR-871-3p with sequence UGACUGGCACCAUUCUGGAUAAU. The protein sequence of the target gene is MVMSLRAGYRAALSLWILSSFICRAWTAPSTFQKCDEPLISGLPHVSFSSSSSLSSSYAPGYAKINKRGGAGGWSPSDSDHYQWLQVDFGNRKQISAIATQGRYSSSDWVTQYRMLYSDTGRNWKPYHQDGNIWAFPGNINSDSVVRHDLQHAVVARYVRIVPLDWNGEGHIGLRAEVYGCAYWADVINFDGHGVLPYRFRNKKMKTLKDVIALKFKTSESEGVLLHGEGQQGDYITLELKKAKLVLSLNLGSNQLGPIYGHTSVTSGSLLDDHHWHSVLIERQGRSINLTLDRSMQHFR.... Result: 0 (no interaction).